This data is from Reaction yield outcomes from USPTO patents with 853,638 reactions. The task is: Predict the reaction yield, written as a fraction of the theoretical maximum amount of product (1.0 means a 100% yield; for example, 0.34 means a 34% yield). (1) The reactants are [OH:1][CH:2]1[CH2:7][CH2:6][CH2:5][N:4]([C:8]([O:10][C:11]([CH3:14])([CH3:13])[CH3:12])=[O:9])[CH2:3]1.[C:15]1([CH3:25])[CH:20]=[CH:19][C:18]([S:21](Cl)(=[O:23])=[O:22])=[CH:17][CH:16]=1.C(N(CC)CC)C.O. The catalyst is C(Cl)(Cl)Cl. The product is [C:15]1([CH3:25])[CH:20]=[CH:19][C:18]([S:21]([O:1][CH:2]2[CH2:7][CH2:6][CH2:5][N:4]([C:8]([O:10][C:11]([CH3:14])([CH3:13])[CH3:12])=[O:9])[CH2:3]2)(=[O:23])=[O:22])=[CH:17][CH:16]=1. The yield is 0.280. (2) The reactants are [CH3:1][S:2](Cl)(=[O:4])=[O:3].[N+:6]([C:9]1[CH:14]=[CH:13][C:12]([NH2:15])=[CH:11][CH:10]=1)([O-])=O. The catalyst is C(Cl)Cl.N1C=CC=CC=1. The product is [NH2:6][C:9]1[CH:14]=[CH:13][C:12]([NH:15][S:2]([CH3:1])(=[O:4])=[O:3])=[CH:11][CH:10]=1. The yield is 0.950. (3) The product is [Cl:1][C:2]1[CH:10]=[CH:9][CH:8]=[C:7]([CH3:11])[C:3]=1[C:4]([O:6][CH3:12])=[O:5]. The catalyst is S(=O)(=O)(O)O. The yield is 0.710. The reactants are [Cl:1][C:2]1[CH:10]=[CH:9][CH:8]=[C:7]([CH3:11])[C:3]=1[C:4]([OH:6])=[O:5].[CH3:12]O.